From a dataset of Full USPTO retrosynthesis dataset with 1.9M reactions from patents (1976-2016). Predict the reactants needed to synthesize the given product. (1) Given the product [CH:1]1([CH2:4][O:5][C:6]2[N:11]=[C:10]([C:12]([N:25]3[CH2:26][C:22]([F:30])([F:21])[CH2:23][C@H:24]3[C:27]([NH2:29])=[O:28])=[O:14])[CH:9]=[CH:8][C:7]=2[C:15]2([OH:19])[CH2:18][CH2:17][CH2:16]2)[CH2:2][CH2:3]1, predict the reactants needed to synthesize it. The reactants are: [CH:1]1([CH2:4][O:5][C:6]2[N:11]=[C:10]([C:12]([OH:14])=O)[CH:9]=[CH:8][C:7]=2[C:15]2([OH:19])[CH2:18][CH2:17][CH2:16]2)[CH2:3][CH2:2]1.Cl.[F:21][C:22]1([F:30])[CH2:26][NH:25][C@H:24]([C:27]([NH2:29])=[O:28])[CH2:23]1. (2) Given the product [NH2:7][C:8]1[O:9][CH2:10][C@@:11]2([N:36]=1)[C:20]1([CH2:21][O:22][CH2:23]1)[C:19]([CH3:24])([CH3:25])[O:18][C:17]1[C:12]2=[CH:13][C:14]([NH:26][C:27]([C:29]2[CH:34]=[CH:33][C:32]([Cl:35])=[CH:31][N:30]=2)=[O:28])=[CH:15][CH:16]=1, predict the reactants needed to synthesize it. The reactants are: C(OC(=O)[NH:7][C:8]1[O:9][CH2:10][C@@:11]2([N:36]=1)[C:20]1([CH2:23][O:22][CH2:21]1)[C:19]([CH3:25])([CH3:24])[O:18][C:17]1[C:12]2=[CH:13][C:14]([NH:26][C:27]([C:29]2[CH:34]=[CH:33][C:32]([Cl:35])=[CH:31][N:30]=2)=[O:28])=[CH:15][CH:16]=1)(C)(C)C. (3) The reactants are: [N:1]([C:4]1[CH:5]=[C:6]([CH:10]=[CH:11][C:12]=1[O:13][C:14]([F:17])([F:16])[F:15])[C:7]([NH2:9])=[O:8])=[C:2]=[S:3].[NH3:18].CO. Given the product [NH:1]([C:4]1[CH:5]=[C:6]([CH:10]=[CH:11][C:12]=1[O:13][C:14]([F:15])([F:17])[F:16])[C:7]([NH2:9])=[O:8])[C:2]([NH2:18])=[S:3], predict the reactants needed to synthesize it. (4) Given the product [C:1]([O:5][C:6]([NH:8][C@@H:9]1[C:23](=[O:24])[N:22]2[CH2:25][C@H:26]([O:28][C:29]3[N:30]=[C:31]4[C:36](=[C:37]5[C:42]=3[CH:41]=[CH:40][C:39]([F:43])=[CH:38]5)[CH:35]=[C:34]([F:44])[CH:33]=[CH:32]4)[CH2:27][C@H:21]2[C:20](=[O:45])[NH:19][C@:18]2([C:47]([OH:49])=[O:48])[CH2:46][C@H:17]2[CH:16]=[CH:15][CH2:14][CH2:13][CH2:12][CH2:11][CH2:10]1)=[O:7])([CH3:4])([CH3:2])[CH3:3], predict the reactants needed to synthesize it. The reactants are: [C:1]([O:5][C:6]([NH:8][C@@H:9]1[C:23](=[O:24])[N:22]2[CH2:25][C@H:26]([O:28][C:29]3[N:30]=[C:31]4[C:36](=[C:37]5[C:42]=3[CH:41]=[CH:40][C:39]([F:43])=[CH:38]5)[CH:35]=[C:34]([F:44])[CH:33]=[CH:32]4)[CH2:27][C@H:21]2[C:20](=[O:45])[NH:19][C@:18]2([C:47]([O:49]CC)=[O:48])[CH2:46][C@H:17]2[CH:16]=[CH:15][CH2:14][CH2:13][CH2:12][CH2:11][CH2:10]1)=[O:7])([CH3:4])([CH3:3])[CH3:2].C(OC(N[C@@H]1C(=O)N2C[C@H](OC3N=C4C(=C5C=3C=CC=C5)C=CC=C4)C[C@H]2C(=O)N[C@]2(C(OCC)=O)C[C@H]2C=CCCCCC1)=O)(C)(C)C. (5) Given the product [CH3:13][C@@H:14]([NH:19][C:20]1[S:21][CH:8]=[C:7]([C:6]2[CH:11]=[CH:12][C:3]([C:1]#[N:2])=[CH:4][CH:5]=2)[N:22]=1)[C:15]([F:18])([F:17])[F:16], predict the reactants needed to synthesize it. The reactants are: [C:1]([C:3]1[CH:12]=[CH:11][C:6]([C:7](=O)[CH2:8]Br)=[CH:5][CH:4]=1)#[N:2].[CH3:13][C@@H:14]([NH:19][C:20]([NH2:22])=[S:21])[C:15]([F:18])([F:17])[F:16].C(=O)(O)[O-].[Na+]. (6) Given the product [OH:34][CH2:33][CH2:35][NH:36][C:2]1[C:7]([S:8]([N:11]2[CH2:12][CH2:13][C:14]3([C:18](=[O:19])[N:17]([C:20]4[CH:21]=[CH:22][C:23]([O:26][C:27]([F:28])([F:30])[F:29])=[CH:24][CH:25]=4)[CH2:16][CH2:15]3)[CH2:31][CH2:32]2)(=[O:10])=[O:9])=[CH:6][CH:5]=[CH:4][N:3]=1, predict the reactants needed to synthesize it. The reactants are: Cl[C:2]1[C:7]([S:8]([N:11]2[CH2:32][CH2:31][C:14]3([C:18](=[O:19])[N:17]([C:20]4[CH:25]=[CH:24][C:23]([O:26][C:27]([F:30])([F:29])[F:28])=[CH:22][CH:21]=4)[CH2:16][CH2:15]3)[CH2:13][CH2:12]2)(=[O:10])=[O:9])=[CH:6][CH:5]=[CH:4][N:3]=1.[CH2:33]([CH2:35][NH2:36])[OH:34]. (7) Given the product [C:1]([O:5][C:6]([N:8]1[CH2:12][C:11]2[C:13]([NH2:14])=[N:24][NH:23][C:10]=2[CH:9]1[CH2:16][O:17][C:18]([CH3:21])([CH3:20])[CH3:19])=[O:7])([CH3:4])([CH3:3])[CH3:2], predict the reactants needed to synthesize it. The reactants are: [C:1]([O:5][C:6]([N:8]1[CH2:12][CH:11]([C:13]#[N:14])[C:10](=O)[CH:9]1[CH2:16][O:17][C:18]([CH3:21])([CH3:20])[CH3:19])=[O:7])([CH3:4])([CH3:3])[CH3:2].Cl.[NH2:23][NH2:24].